From a dataset of Reaction yield outcomes from USPTO patents with 853,638 reactions. Predict the reaction yield, written as a fraction of the theoretical maximum amount of product (1.0 means a 100% yield; for example, 0.34 means a 34% yield). (1) The reactants are [F:1][C:2]([F:27])([F:26])[C:3]([NH:5][CH2:6][C:7]1[CH:12]=[CH:11][C:10]([C:13]#[C:14][CH2:15][CH2:16][CH2:17][O:18][C:19]2[CH:24]=[CH:23][C:22]([F:25])=[CH:21][CH:20]=2)=[CH:9][CH:8]=1)=[O:4]. The catalyst is C(OCC)(=O)C.[Pd]. The yield is 0.840. The product is [F:27][C:2]([F:1])([F:26])[C:3]([NH:5][CH2:6][C:7]1[CH:12]=[CH:11][C:10]([CH2:13][CH2:14][CH2:15][CH2:16][CH2:17][O:18][C:19]2[CH:20]=[CH:21][C:22]([F:25])=[CH:23][CH:24]=2)=[CH:9][CH:8]=1)=[O:4]. (2) The reactants are [C:1]([C:5]1[NH:6][C:7]2[C:12]([CH:13]=1)=[CH:11][C:10]([N+:14]([O-])=O)=[CH:9][C:8]=2[C:17]#[N:18])([CH3:4])([CH3:3])[CH3:2].[BH4-].[Na+]. The yield is 0.320. The catalyst is CO. The product is [NH2:14][C:10]1[CH:11]=[C:12]2[C:7](=[C:8]([C:17]#[N:18])[CH:9]=1)[NH:6][C:5]([C:1]([CH3:4])([CH3:3])[CH3:2])=[CH:13]2.